From a dataset of Peptide-MHC class I binding affinity with 185,985 pairs from IEDB/IMGT. Regression. Given a peptide amino acid sequence and an MHC pseudo amino acid sequence, predict their binding affinity value. This is MHC class I binding data. (1) The peptide sequence is LAEHISDSI. The MHC is HLA-A02:06 with pseudo-sequence HLA-A02:06. The binding affinity (normalized) is 0.0320. (2) The peptide sequence is NTFPNITLK. The MHC is HLA-A31:01 with pseudo-sequence HLA-A31:01. The binding affinity (normalized) is 0.410. (3) The MHC is HLA-B15:02 with pseudo-sequence HLA-B15:02. The binding affinity (normalized) is 0.105. The peptide sequence is RMFEKSTHH. (4) The peptide sequence is LQIVRFTDY. The MHC is HLA-B57:01 with pseudo-sequence HLA-B57:01. The binding affinity (normalized) is 0.0847. (5) The peptide sequence is RSNDTELNY. The MHC is HLA-A80:01 with pseudo-sequence HLA-A80:01. The binding affinity (normalized) is 0.798. (6) The peptide sequence is KRMGVQMQR. The MHC is HLA-A26:03 with pseudo-sequence HLA-A26:03. The binding affinity (normalized) is 0.0847.